Dataset: Full USPTO retrosynthesis dataset with 1.9M reactions from patents (1976-2016). Task: Predict the reactants needed to synthesize the given product. (1) Given the product [CH3:20][C:15]1([CH3:21])[C:16]([CH3:19])([CH3:18])[O:17][B:13]([C:2]2[CH:7]=[CH:6][CH:5]=[CH:4][C:3]=2[CH2:8][C:9]([F:12])([F:11])[F:10])[O:14]1, predict the reactants needed to synthesize it. The reactants are: Br[C:2]1[CH:7]=[CH:6][CH:5]=[CH:4][C:3]=1[CH2:8][C:9]([F:12])([F:11])[F:10].[B:13]1([B:13]2[O:17][C:16]([CH3:19])([CH3:18])[C:15]([CH3:21])([CH3:20])[O:14]2)[O:17][C:16]([CH3:19])([CH3:18])[C:15]([CH3:21])([CH3:20])[O:14]1.C([O-])(=O)C.[K+]. (2) Given the product [CH2:16]([O:15][C:13]([N:7]1[CH2:8][CH2:9][C:10](=[O:12])[C:3]2[CH:4]=[CH:5][O:1][C:2]=2[CH2:6]1)=[O:14])[CH3:17], predict the reactants needed to synthesize it. The reactants are: [O:1]1[CH:5]=[CH:4][CH:3]=[C:2]1[CH2:6][N:7]([C:13]([O:15][CH2:16][CH3:17])=[O:14])[CH2:8][CH2:9][C:10]([OH:12])=O.S(Cl)(Cl)=O.[Cl-].[Al+3].[Cl-].[Cl-]. (3) Given the product [CH3:19][O:18][C:15]1[CH:16]=[CH:17][C:12]([CH2:11][N:8]2[CH:6]=[C:5]([CH2:4][CH2:3][CH2:2][CH2:1][OH:7])[N:10]=[N:9]2)=[CH:13][CH:14]=1, predict the reactants needed to synthesize it. The reactants are: [CH2:1]([OH:7])[CH2:2][CH2:3][CH2:4][C:5]#[CH:6].[N:8]([CH2:11][C:12]1[CH:17]=[CH:16][C:15]([O:18][CH3:19])=[CH:14][CH:13]=1)=[N+:9]=[N-:10].O=C1O[C@H]([C@H](CO)O)C([O-])=C1O.[Na+]. (4) Given the product [C:21]([C:20]1[C:19]([I:24])=[N:18][N:11]2[CH2:12][CH:13]([C:14]([F:17])([F:16])[F:15])[N:8]([C:6]([O:5][C:1]([CH3:3])([CH3:2])[CH3:4])=[O:7])[CH2:9][C:10]=12)(=[O:22])[NH2:28], predict the reactants needed to synthesize it. The reactants are: [C:1]([O:5][C:6]([N:8]1[CH:13]([C:14]([F:17])([F:16])[F:15])[CH2:12][N:11]2[N:18]=[C:19]([I:24])[C:20]([C:21](O)=[O:22])=[C:10]2[CH2:9]1)=[O:7])([CH3:4])([CH3:3])[CH3:2].[NH4+].[Cl-].C[N:28](C(ON1N=NC2C=CC=NC1=2)=[N+](C)C)C.F[P-](F)(F)(F)(F)F.CCN(C(C)C)C(C)C. (5) Given the product [F:1][C:2]1[C:8]([O:19][C:13]2[CH:18]=[CH:17][CH:16]=[CH:15][CH:14]=2)=[CH:7][CH:6]=[C:5]([N+:10]([O-:12])=[O:11])[C:3]=1[NH2:4], predict the reactants needed to synthesize it. The reactants are: [F:1][C:2]1[C:8](F)=[CH:7][CH:6]=[C:5]([N+:10]([O-:12])=[O:11])[C:3]=1[NH2:4].[C:13]1([OH:19])[CH:18]=[CH:17][CH:16]=[CH:15][CH:14]=1.C(=O)([O-])[O-].[K+].[K+]. (6) Given the product [C:21]([O:20][C:18]([N:15]1[CH2:16][CH2:17][N:12]([CH:10]([CH3:11])[C:9]([OH:26])=[O:8])[C:13](=[O:25])[CH2:14]1)=[O:19])([CH3:24])([CH3:22])[CH3:23], predict the reactants needed to synthesize it. The reactants are: C([O:8][C:9](=[O:26])[CH:10]([N:12]1[CH2:17][CH2:16][N:15]([C:18]([O:20][C:21]([CH3:24])([CH3:23])[CH3:22])=[O:19])[CH2:14][C:13]1=[O:25])[CH3:11])C1C=CC=CC=1.[H][H]. (7) Given the product [CH2:1]([N:6]1[N:7]=[N:8][C:9]([C:10]2[CH:11]=[C:12]([CH:25]=[CH:26][CH:27]=2)[CH2:13][CH2:14][O:15][CH2:16][CH2:17][C:18]([O:20][C:21]([CH3:22])([CH3:24])[CH3:23])=[O:19])=[N:5]1)[CH:2]=[CH2:3].[CH2:1]([N:8]1[C:9]([C:10]2[CH:11]=[C:12]([CH:25]=[CH:26][CH:27]=2)[CH2:13][CH2:14][O:15][CH2:16][CH2:17][C:18]([O:20][C:21]([CH3:22])([CH3:24])[CH3:23])=[O:19])=[N:5][N:6]=[N:7]1)[CH:2]=[CH2:3], predict the reactants needed to synthesize it. The reactants are: [CH2:1](Br)[CH:2]=[CH2:3].[N:5]1[NH:6][N:7]=[N:8][C:9]=1[C:10]1[CH:11]=[C:12]([CH:25]=[CH:26][CH:27]=1)[CH2:13][CH2:14][O:15][CH2:16][CH2:17][C:18]([O:20][C:21]([CH3:24])([CH3:23])[CH3:22])=[O:19].C(=O)([O-])[O-].[K+].[K+]. (8) Given the product [Br:1][C:2]1[CH:3]=[C:4]2[C:5](=[CH:6][N:7]=1)[N:8]=[C:9]1[N:10]2[C:11]([CH3:14])([CH3:15])[CH2:12][O:17][CH2:16]1, predict the reactants needed to synthesize it. The reactants are: [Br:1][C:2]1[N:7]=[CH:6][C:5]2[N:8]=[C:9]([CH2:16][OH:17])[N:10]([C:11]([CH3:15])([CH3:14])[CH2:12]O)[C:4]=2[CH:3]=1.C1(P(C2C=CC=CC=2)C2C=CC=CC=2)C=CC=CC=1.N(C(OC(C)C)=O)=NC(OC(C)C)=O. (9) Given the product [CH2:38]([N:37]([CH3:36])[CH2:6][C@H:7]([N:9]1[CH:18]=[CH:17][C:16]2[C:11](=[CH:12][CH:13]=[C:14]([CH3:34])[C:15]=2[NH:19][C:20](=[O:33])[CH2:21][C:22]2[CH:27]=[CH:26][C:25]([C:28]([F:30])([F:31])[F:29])=[C:24]([F:32])[CH:23]=2)[C:10]1=[O:35])[CH3:8])[CH:39]=[CH2:40], predict the reactants needed to synthesize it. The reactants are: CS(O[CH2:6][C@H:7]([N:9]1[CH:18]=[CH:17][C:16]2[C:11](=[CH:12][CH:13]=[C:14]([CH3:34])[C:15]=2[NH:19][C:20](=[O:33])[CH2:21][C:22]2[CH:27]=[CH:26][C:25]([C:28]([F:31])([F:30])[F:29])=[C:24]([F:32])[CH:23]=2)[C:10]1=[O:35])[CH3:8])(=O)=O.[CH3:36][NH:37][CH2:38][CH:39]=[CH2:40].C(N(CC)CC)C.C(Cl)Cl.